Dataset: Forward reaction prediction with 1.9M reactions from USPTO patents (1976-2016). Task: Predict the product of the given reaction. (1) Given the reactants [CH3:1][O:2][C:3](=[O:12])[C:4]1[CH:9]=[C:8]([NH2:10])[C:7]([NH2:11])=[N:6][CH:5]=1.C1(C)C=C(C)C=C(C)C=1S(O[NH2:25])(=O)=O.[Br:27][C:28]1[O:32][C:31]([CH:33]=O)=[CH:30][CH:29]=1, predict the reaction product. The product is: [CH3:1][O:2][C:3]([C:4]1[CH:9]=[C:8]([NH2:10])[C:7]2[N:6]([N:25]=[C:33]([C:31]3[O:32][C:28]([Br:27])=[CH:29][CH:30]=3)[N:11]=2)[CH:5]=1)=[O:12]. (2) Given the reactants [N+:1]([C:4]1[CH:9]=[CH:8][C:7]([C:10]2[CH:11]=[C:12]([CH:16]=[CH:17][CH:18]=2)[C:13]([OH:15])=[O:14])=[CH:6][CH:5]=1)([O-:3])=[O:2].[C:19](Cl)(=O)C(Cl)=O.C(N(CC)CC)C, predict the reaction product. The product is: [N+:1]([C:4]1[CH:5]=[CH:6][C:7]([C:10]2[CH:11]=[C:12]([CH:16]=[CH:17][CH:18]=2)[C:13]([O:15][CH3:19])=[O:14])=[CH:8][CH:9]=1)([O-:3])=[O:2]. (3) Given the reactants [O:1]([CH2:9][CH2:10]/[CH:11]=[CH:12]/[C:13]1[S:17][C:16]([C:18]2[N:23]=[C:22]([NH:24][C:25]3[CH:30]=[CH:29][C:28]([CH2:31][C:32]([O:34][CH2:35][CH3:36])=[O:33])=[CH:27][CH:26]=3)[C:21]([CH2:37][CH3:38])=[C:20]([CH3:39])[N:19]=2)=[CH:15][CH:14]=1)[Si](C(C)(C)C)(C)C.[F-].C([N+](CCCC)(CCCC)CCCC)CCC.O, predict the reaction product. The product is: [CH2:37]([C:21]1[C:22]([NH:24][C:25]2[CH:30]=[CH:29][C:28]([CH2:31][C:32]([O:34][CH2:35][CH3:36])=[O:33])=[CH:27][CH:26]=2)=[N:23][C:18]([C:16]2[S:17][C:13](/[CH:12]=[CH:11]/[CH2:10][CH2:9][OH:1])=[CH:14][CH:15]=2)=[N:19][C:20]=1[CH3:39])[CH3:38]. (4) Given the reactants [CH3:1][CH2:2][CH2:3][NH:4][C:5]([CH2:8][C:9]1[CH:14]=[CH:13][CH:12]=[CH:11][CH:10]=1)([CH3:7])[CH3:6].CCN(CC)CC.CC(OC(OC(OC(C)(C)C)=O)=O)(C)C, predict the reaction product. The product is: [CH3:1][CH2:2][CH2:3][NH:4][C:5]([CH2:8][CH:9]1[CH2:10][CH2:11][CH2:12][CH2:13][CH2:14]1)([CH3:7])[CH3:6]. (5) Given the reactants [C:1]([O:8][CH3:9])(=[O:7])[CH2:2][C:3]([O:5][CH3:6])=[O:4].[Na].Br[C:12]1[CH:20]=[CH:19][C:18]([O:21][CH3:22])=[CH:17][C:13]=1[C:14]([OH:16])=[O:15].O, predict the reaction product. The product is: [CH3:6][O:5][C:3](=[O:4])[CH:2]([C:12]1[CH:20]=[CH:19][C:18]([O:21][CH3:22])=[CH:17][C:13]=1[C:14]([OH:16])=[O:15])[C:1]([O:8][CH3:9])=[O:7]. (6) Given the reactants [F:1][C:2]([F:18])([F:17])[C:3]1[CH:16]=[CH:15][C:6]([C:7]([NH:9][CH:10]([CH3:14])[C:11]([OH:13])=O)=O)=[CH:5][CH:4]=1.[C:19](Cl)(=[O:23])C(Cl)=O.[CH3:25][OH:26], predict the reaction product. The product is: [CH3:25][O:26][C:19]([C:11]1[O:13][C:7]([C:6]2[CH:5]=[CH:4][C:3]([C:2]([F:1])([F:17])[F:18])=[CH:16][CH:15]=2)=[N:9][C:10]=1[CH3:14])=[O:23]. (7) The product is: [NH2:33][C:30]1[CH:31]=[CH:32][C:27]([N:23]2[CH2:24][CH2:25][CH2:26][N:21]([CH2:20][CH2:19][O:18][Si:1]([C:14]([CH3:16])([CH3:15])[CH3:17])([C:8]3[CH:9]=[CH:10][CH:11]=[CH:12][CH:13]=3)[C:2]3[CH:7]=[CH:6][CH:5]=[CH:4][CH:3]=3)[C:22]2=[O:36])=[CH:28][CH:29]=1. Given the reactants [Si:1]([O:18][CH2:19][CH2:20][N:21]1[CH2:26][CH2:25][CH2:24][N:23]([C:27]2[CH:32]=[CH:31][C:30]([N+:33]([O-])=O)=[CH:29][CH:28]=2)[C:22]1=[O:36])([C:14]([CH3:17])([CH3:16])[CH3:15])([C:8]1[CH:13]=[CH:12][CH:11]=[CH:10][CH:9]=1)[C:2]1[CH:7]=[CH:6][CH:5]=[CH:4][CH:3]=1, predict the reaction product. (8) Given the reactants [CH3:1][Si:2]([CH3:20])([CH3:19])[CH2:3][CH2:4][O:5][CH2:6][O:7][CH2:8][C:9]1[N:10]=[C:11]([C:14]2O[CH:16]=[N:17][N:18]=2)[S:12][CH:13]=1.[NH2:21][CH2:22][C:23]([CH3:26])([OH:25])[CH3:24], predict the reaction product. The product is: [CH3:24][C:23]([OH:25])([CH3:26])[CH2:22][N:21]1[CH:16]=[N:17][N:18]=[C:14]1[C:11]1[S:12][CH:13]=[C:9]([CH2:8][O:7][CH2:6][O:5][CH2:4][CH2:3][Si:2]([CH3:20])([CH3:19])[CH3:1])[N:10]=1. (9) Given the reactants [N+:1]([C:4]1[CH:5]=[C:6]([C:17]2[CH:22]=[CH:21][CH:20]=[CH:19][CH:18]=2)[C:7]([OH:16])=[C:8]([C:10]2[CH:15]=[CH:14][CH:13]=[CH:12][CH:11]=2)[CH:9]=1)([O-:3])=[O:2].C([O-])([O-])=O.[K+].[K+].Br[CH2:30][C:31]([O:33][CH3:34])=[O:32].CCOC(C)=O, predict the reaction product. The product is: [CH3:34][O:33][C:31](=[O:32])[CH2:30][O:16][C:7]1[C:8]([C:10]2[CH:11]=[CH:12][CH:13]=[CH:14][CH:15]=2)=[CH:9][C:4]([N+:1]([O-:3])=[O:2])=[CH:5][C:6]=1[C:17]1[CH:18]=[CH:19][CH:20]=[CH:21][CH:22]=1. (10) Given the reactants [OH:1][CH2:2][CH2:3][CH2:4][CH2:5][CH2:6][CH2:7][CH2:8][CH2:9][CH2:10][CH:11]1[C:20]2[C:15](=[CH:16][C:17]([O:21][CH2:22][O:23][CH3:24])=[CH:18][CH:19]=2)[O:14][CH2:13][CH:12]1[C:25]1[CH:30]=[CH:29][C:28]([O:31][CH2:32][O:33][CH3:34])=[CH:27][CH:26]=1.C(N(CC)CC)C.[CH3:42][S:43](Cl)(=[O:45])=[O:44].O, predict the reaction product. The product is: [CH3:42][S:43]([O:1][CH2:2][CH2:3][CH2:4][CH2:5][CH2:6][CH2:7][CH2:8][CH2:9][CH2:10][CH:11]1[C:20]2[C:15](=[CH:16][C:17]([O:21][CH2:22][O:23][CH3:24])=[CH:18][CH:19]=2)[O:14][CH2:13][CH:12]1[C:25]1[CH:26]=[CH:27][C:28]([O:31][CH2:32][O:33][CH3:34])=[CH:29][CH:30]=1)(=[O:45])=[O:44].